The task is: Predict the reaction yield, written as a fraction of the theoretical maximum amount of product (1.0 means a 100% yield; for example, 0.34 means a 34% yield).. This data is from Reaction yield outcomes from USPTO patents with 853,638 reactions. The reactants are [F:1][C:2]1[CH:38]=[CH:37][C:5]([CH2:6][O:7][C:8]2[CH:13]=[CH:12][N:11]([C:14]3[CH:15]=[CH:16][C:17]4[C:18]5[CH2:28][N:27](C(OCCCC)=O)[CH2:26][CH2:25][CH2:24][C:19]=5[N:20]([CH3:23])[C:21]=4[CH:22]=3)[C:10](=[O:36])[CH:9]=2)=[CH:4][CH:3]=1.[ClH:39]. The catalyst is ClCCl. The product is [ClH:39].[F:1][C:2]1[CH:3]=[CH:4][C:5]([CH2:6][O:7][C:8]2[CH:13]=[CH:12][N:11]([C:14]3[CH:15]=[CH:16][C:17]4[C:18]5[CH2:28][NH:27][CH2:26][CH2:25][CH2:24][C:19]=5[N:20]([CH3:23])[C:21]=4[CH:22]=3)[C:10](=[O:36])[CH:9]=2)=[CH:37][CH:38]=1. The yield is 0.380.